This data is from NCI-60 drug combinations with 297,098 pairs across 59 cell lines. The task is: Regression. Given two drug SMILES strings and cell line genomic features, predict the synergy score measuring deviation from expected non-interaction effect. (1) Drug 1: CC12CCC(CC1=CCC3C2CCC4(C3CC=C4C5=CN=CC=C5)C)O. Drug 2: C1CNP(=O)(OC1)N(CCCl)CCCl. Cell line: SNB-19. Synergy scores: CSS=2.01, Synergy_ZIP=-0.712, Synergy_Bliss=-0.414, Synergy_Loewe=-2.06, Synergy_HSA=-0.528. (2) Drug 1: CC1=C2C(C(=O)C3(C(CC4C(C3C(C(C2(C)C)(CC1OC(=O)C(C(C5=CC=CC=C5)NC(=O)OC(C)(C)C)O)O)OC(=O)C6=CC=CC=C6)(CO4)OC(=O)C)OC)C)OC. Drug 2: C1=CC=C(C(=C1)C(C2=CC=C(C=C2)Cl)C(Cl)Cl)Cl. Cell line: HOP-92. Synergy scores: CSS=26.3, Synergy_ZIP=-2.27, Synergy_Bliss=2.71, Synergy_Loewe=-24.1, Synergy_HSA=3.08. (3) Drug 1: C1=NC(=NC(=O)N1C2C(C(C(O2)CO)O)O)N. Drug 2: COCCOC1=C(C=C2C(=C1)C(=NC=N2)NC3=CC=CC(=C3)C#C)OCCOC.Cl. Cell line: LOX IMVI. Synergy scores: CSS=49.8, Synergy_ZIP=1.37, Synergy_Bliss=2.15, Synergy_Loewe=-15.3, Synergy_HSA=0.00311. (4) Drug 1: CC=C1C(=O)NC(C(=O)OC2CC(=O)NC(C(=O)NC(CSSCCC=C2)C(=O)N1)C(C)C)C(C)C. Drug 2: CC1C(C(CC(O1)OC2CC(CC3=C2C(=C4C(=C3O)C(=O)C5=C(C4=O)C(=CC=C5)OC)O)(C(=O)CO)O)N)O.Cl. Cell line: IGROV1. Synergy scores: CSS=57.9, Synergy_ZIP=-0.797, Synergy_Bliss=0.760, Synergy_Loewe=-2.68, Synergy_HSA=1.76. (5) Drug 1: C1=C(C(=O)NC(=O)N1)F. Drug 2: CCC1(C2=C(COC1=O)C(=O)N3CC4=CC5=C(C=CC(=C5CN(C)C)O)N=C4C3=C2)O.Cl. Cell line: PC-3. Synergy scores: CSS=35.2, Synergy_ZIP=-4.34, Synergy_Bliss=-2.72, Synergy_Loewe=0.464, Synergy_HSA=1.34. (6) Drug 1: CCC1=CC2CC(C3=C(CN(C2)C1)C4=CC=CC=C4N3)(C5=C(C=C6C(=C5)C78CCN9C7C(C=CC9)(C(C(C8N6C)(C(=O)OC)O)OC(=O)C)CC)OC)C(=O)OC.C(C(C(=O)O)O)(C(=O)O)O. Drug 2: C1C(C(OC1N2C=NC3=C(N=C(N=C32)Cl)N)CO)O. Cell line: SF-539. Synergy scores: CSS=36.5, Synergy_ZIP=-0.383, Synergy_Bliss=1.34, Synergy_Loewe=-9.16, Synergy_HSA=1.62.